Dataset: Reaction yield outcomes from USPTO patents with 853,638 reactions. Task: Predict the reaction yield, written as a fraction of the theoretical maximum amount of product (1.0 means a 100% yield; for example, 0.34 means a 34% yield). (1) The reactants are [CH2:1]([N:3]([CH2:20][CH3:21])[CH2:4][C:5]1[CH:10]=[C:9]([C:11]2[CH:16]=[CH:15][N:14]3[CH:17]=[CH:18][N:19]=[C:13]3[CH:12]=2)[CH:8]=[CH:7][N:6]=1)[CH3:2].Br[C:23]1[CH:28]=[CH:27][C:26]([NH2:29])=[C:25]([F:30])[CH:24]=1.C([O-])(=O)C.[K+]. The catalyst is CS(C)=O. The product is [CH2:20]([N:3]([CH2:4][C:5]1[CH:10]=[C:9]([C:11]2[CH:16]=[CH:15][N:14]3[C:17]([C:23]4[CH:28]=[CH:27][C:26]([NH2:29])=[C:25]([F:30])[CH:24]=4)=[CH:18][N:19]=[C:13]3[CH:12]=2)[CH:8]=[CH:7][N:6]=1)[CH2:1][CH3:2])[CH3:21]. The yield is 0.210. (2) The reactants are [Cl:1][C:2]1[CH:7]=[CH:6][N:5]=[C:4]([N:8]2[CH2:21][CH2:20][N:11]3[C:12]4[CH2:13][CH2:14][CH2:15][CH2:16][C:17]=4[C:18]([F:19])=[C:10]3[C:9]2=[O:22])[C:3]=1[CH2:23][OH:24].ClCCl.[C:28](Cl)(=[O:30])[CH3:29]. The catalyst is C(N(CC)CC)C. The product is [C:28]([O:24][CH2:23][C:3]1[C:4]([N:8]2[CH2:21][CH2:20][N:11]3[C:12]4[CH2:13][CH2:14][CH2:15][CH2:16][C:17]=4[C:18]([F:19])=[C:10]3[C:9]2=[O:22])=[N:5][CH:6]=[CH:7][C:2]=1[Cl:1])(=[O:30])[CH3:29]. The yield is 0.900. (3) The reactants are C1(C)C=CC(S([O-])(=O)=O)=CC=1.[NH+]1C=CC=CC=1.[C:18]([C:22]1[CH:23]=[C:24]([NH:43][C:44]([NH:46][C@@H:47]2[C:56]3[C:51](=[CH:52][CH:53]=[CH:54][CH:55]=3)[C@H:50]([O:57][C:58]3[CH:59]=[CH:60][C:61]4[N:62]([C:64]([CH:67]([CH3:69])[CH3:68])=[N:65][N:66]=4)[CH:63]=3)[CH2:49][CH2:48]2)=[O:45])[N:25]([C:27]2[CH:32]=[CH:31][CH:30]=[C:29]([O:33][CH2:34][CH2:35][O:36]C3CCCCO3)[CH:28]=2)[N:26]=1)([CH3:21])([CH3:20])[CH3:19]. The catalyst is CO. The product is [C:18]([C:22]1[CH:23]=[C:24]([NH:43][C:44]([NH:46][C@@H:47]2[C:56]3[C:51](=[CH:52][CH:53]=[CH:54][CH:55]=3)[C@H:50]([O:57][C:58]3[CH:59]=[CH:60][C:61]4[N:62]([C:64]([CH:67]([CH3:69])[CH3:68])=[N:65][N:66]=4)[CH:63]=3)[CH2:49][CH2:48]2)=[O:45])[N:25]([C:27]2[CH:32]=[CH:31][CH:30]=[C:29]([O:33][CH2:34][CH2:35][OH:36])[CH:28]=2)[N:26]=1)([CH3:21])([CH3:20])[CH3:19]. The yield is 0.470. (4) The reactants are [CH2:1]([O:3][P:4]([CH:9]([F:13])[C:10]([O-:12])=[O:11])([O:6][CH2:7][CH3:8])=[O:5])[CH3:2].[OH-].[Na+].Cl.[CH2:17](O)[CH3:18]. The catalyst is O. The product is [CH2:17]([C:9]([P:4]([O:6][CH2:7][CH3:8])([O:3][CH2:1][CH3:2])=[O:5])([F:13])[C:10]([OH:12])=[O:11])[CH3:18]. The yield is 1.00. (5) The reactants are COCCOC.[CH2:7]=[C:8]1[CH2:13][CH2:12][N:11]([C:14]([O:16][C:17]([CH3:20])([CH3:19])[CH3:18])=[O:15])[CH2:10][CH2:9]1.[Cl:21][C:22](Cl)([Cl:26])[C:23](Cl)=[O:24]. The catalyst is [Cu].[Zn].C1CCCCC1. The product is [Cl:21][C:22]1([Cl:26])[C:8]2([CH2:13][CH2:12][N:11]([C:14]([O:16][C:17]([CH3:20])([CH3:19])[CH3:18])=[O:15])[CH2:10][CH2:9]2)[CH2:7][C:23]1=[O:24]. The yield is 0.910. (6) The reactants are [C:1]([C:3]1[CH:21]=[CH:20][C:6]([CH2:7][NH:8][C:9]([C:11]2[N:16]=[CH:15][N:14]=[C:13](C(O)=O)[CH:12]=2)=[O:10])=[CH:5][CH:4]=1)#[N:2].C1(P(N=[N+]=[N-])(C2C=CC=CC=2)=[O:29])C=CC=CC=1.C([N:41]([CH2:44]C)CC)C.[C:46]([OH:50])([CH3:49])([CH3:48])[CH3:47]. No catalyst specified. The product is [C:1]([C:3]1[CH:4]=[CH:5][C:6]([CH2:7][NH:8][C:9]([C:11]2[N:16]=[CH:15][N:14]=[C:13]([NH:41][C:44](=[O:29])[O:50][C:46]([CH3:49])([CH3:48])[CH3:47])[CH:12]=2)=[O:10])=[CH:20][CH:21]=1)#[N:2]. The yield is 0.540. (7) The reactants are C([O:3][C:4]([C:6]1[C:10]([N+:11]([O-:13])=[O:12])=[CH:9][N:8]([CH2:14][C:15]2[CH:20]=[CH:19][C:18]([O:21][CH3:22])=[CH:17][CH:16]=2)[N:7]=1)=[O:5])C. The catalyst is [OH-].[Na+].CO. The product is [CH3:22][O:21][C:18]1[CH:17]=[CH:16][C:15]([CH2:14][N:8]2[CH:9]=[C:10]([N+:11]([O-:13])=[O:12])[C:6]([C:4]([OH:5])=[O:3])=[N:7]2)=[CH:20][CH:19]=1. The yield is 0.860.